This data is from CYP2C9 inhibition data for predicting drug metabolism from PubChem BioAssay. The task is: Regression/Classification. Given a drug SMILES string, predict its absorption, distribution, metabolism, or excretion properties. Task type varies by dataset: regression for continuous measurements (e.g., permeability, clearance, half-life) or binary classification for categorical outcomes (e.g., BBB penetration, CYP inhibition). Dataset: cyp2c9_veith. (1) The compound is O=C(Nc1nc(-c2ccccc2)c(-c2ccccc2)o1)c1ccc(F)cc1. The result is 1 (inhibitor). (2) The compound is C[C@@H](Cc1ccc(C=O)cc1)NC[C@@H](O)c1ccc(O)c(NCO)c1. The result is 0 (non-inhibitor). (3) The molecule is OC[C@@H]1O[C@@H](n2cnc3c(NC4CCCCC4)ncnc32)[C@@H](O)[C@H]1O. The result is 0 (non-inhibitor). (4) The drug is Cc1[nH]nc(-c2ccc(OCc3cnn(-c4ccccc4)c3)cc2O)c1Oc1ccc(F)cc1. The result is 1 (inhibitor). (5) The compound is c1ccc(CN(Cc2ncc[nH]2)c2ccccc2)cc1. The result is 0 (non-inhibitor). (6) The drug is O=C(O)Cc1cccc2c(=O)cc(-c3ccccc3)oc12. The result is 0 (non-inhibitor). (7) The compound is Cc1cc([C@](C)(N)C(=O)O)ccc1P(=O)(O)O. The result is 0 (non-inhibitor).